This data is from Forward reaction prediction with 1.9M reactions from USPTO patents (1976-2016). The task is: Predict the product of the given reaction. (1) Given the reactants CC(C)=O.OS(O)(=O)=O.O=[Cr](=O)=O.[C:14]([O:18][C:19]([N:21]1[CH2:26][CH2:25][CH:24]([CH2:27][CH:28]([OH:37])[CH2:29][CH2:30][C:31]2[CH:36]=[CH:35][N:34]=[CH:33][CH:32]=2)[CH2:23][CH2:22]1)=[O:20])([CH3:17])([CH3:16])[CH3:15].C([O-])([O-])=O.[Na+].[Na+], predict the reaction product. The product is: [C:14]([O:18][C:19]([N:21]1[CH2:22][CH2:23][CH:24]([CH2:27][C:28](=[O:37])[CH2:29][CH2:30][C:31]2[CH:36]=[CH:35][N:34]=[CH:33][CH:32]=2)[CH2:25][CH2:26]1)=[O:20])([CH3:17])([CH3:15])[CH3:16]. (2) Given the reactants [N:1]1[CH:6]=[CH:5][CH:4]=[C:3]([C:7](=O)[CH2:8][CH2:9][CH:10]2[CH2:15][CH2:14][O:13][CH2:12][CH2:11]2)[CH:2]=1.C([O-])([O-])=O.[Na+].[Na+].Cl.[NH2:24][OH:25].C([O-])([O-])=O.[K+].[K+], predict the reaction product. The product is: [N:1]1[CH:6]=[CH:5][CH:4]=[C:3]([C:7](=[N:24][OH:25])[CH2:8][CH2:9][CH:10]2[CH2:15][CH2:14][O:13][CH2:12][CH2:11]2)[CH:2]=1. (3) Given the reactants [C:1]1([C:7]2[NH:8][C:9]3[C:14]([CH:15]=2)=[CH:13][C:12]([C:16]([OH:18])=[O:17])=[CH:11][C:10]=3[N+:19]([O-:21])=[O:20])[CH:6]=[CH:5][CH:4]=[CH:3][CH:2]=1.S(=O)(=O)(O)O.[OH-].[Na+].[CH2:29](O)[CH3:30], predict the reaction product. The product is: [CH2:29]([O:17][C:16]([C:12]1[CH:13]=[C:14]2[C:9](=[C:10]([N+:19]([O-:21])=[O:20])[CH:11]=1)[NH:8][C:7]([C:1]1[CH:2]=[CH:3][CH:4]=[CH:5][CH:6]=1)=[CH:15]2)=[O:18])[CH3:30]. (4) The product is: [NH2:34][CH2:30][C:29]([NH:1][C:2]1[CH:7]=[CH:6][C:5]([C:8]2[N:12]3[CH:13]=[C:14]([C:17]([N:19]([C:21]4[CH:26]=[CH:25][C:24]([C:27]#[N:28])=[CH:23][CH:22]=4)[CH3:20])=[O:18])[N:15]=[CH:16][C:11]3=[N:10][CH:9]=2)=[CH:4][CH:3]=1)=[O:32]. Given the reactants [NH2:1][C:2]1[CH:7]=[CH:6][C:5]([C:8]2[N:12]3[CH:13]=[C:14]([C:17]([N:19]([C:21]4[CH:26]=[CH:25][C:24]([C:27]#[N:28])=[CH:23][CH:22]=4)[CH3:20])=[O:18])[N:15]=[CH:16][C:11]3=[N:10][CH:9]=2)=[CH:4][CH:3]=1.[C:29]([OH:32])(=O)[CH3:30].C[N:34](C(ON1N=NC2C=CC=NC1=2)=[N+](C)C)C.F[P-](F)(F)(F)(F)F.CCN(C(C)C)C(C)C, predict the reaction product. (5) Given the reactants [NH2:1][C:2]1[CH:3]=[N:4][C:5]2[C:10]([C:11]=1[NH:12][CH2:13][C:14]([CH3:21])([CH3:20])[C:15]([O:17][CH2:18][CH3:19])=[O:16])=[CH:9][CH:8]=[CH:7][CH:6]=2.[C:22](OC)(OC)(OC)[CH2:23][CH2:24][CH2:25][CH3:26].C(OC)(OC)(OC)CCC.C1(C)C=CC(S([O-])(=O)=O)=CC=1.[NH+]1C=CC=CC=1, predict the reaction product. The product is: [CH2:23]([C:22]1[N:12]([CH2:13][C:14]([CH3:20])([CH3:21])[C:15]([O:17][CH2:18][CH3:19])=[O:16])[C:11]2[C:10]3[CH:9]=[CH:8][CH:7]=[CH:6][C:5]=3[N:4]=[CH:3][C:2]=2[N:1]=1)[CH2:24][CH2:25][CH3:26]. (6) Given the reactants [O:1]=[C:2]1[O:8][C@H:7]([C@H:9]([CH2:11][OH:12])[OH:10])[C:5]([O-:6])=[C:3]1[OH:4].[Na+].O=C1O[C@H]([C@H](CO)O)C(O)=C1O.[Na].COC(C1C=CC(O)=CC=1)=O.[Na].C(OC(C1C=CC(O)=CC=1)=O)CC, predict the reaction product. The product is: [CH2:11]([OH:12])[C@H:9]([C@H:7]([C@@H:5]([C@@H:3]([CH2:2][OH:1])[OH:4])[OH:6])[OH:8])[OH:10]. (7) Given the reactants [Cl:1][C:2]1[C:7]([CH3:8])=[CH:6][N:5]=[C:4]([C:9]([OH:11])=O)[CH:3]=1.[CH:12]1([N:15]2[CH:19]=[N:18][N:17]=[C:16]2[C:20]2[N:25]=[C:24]([NH2:26])[CH:23]=[CH:22][CH:21]=2)[CH2:14][CH2:13]1.F[P-](F)(F)(F)(F)F.N1(OC(N(C)C)=[N+](C)C)C2N=CC=CC=2N=N1.CN1CCOCC1, predict the reaction product. The product is: [Cl:1][C:2]1[C:7]([CH3:8])=[CH:6][N:5]=[C:4]([C:9]([NH:26][C:24]2[CH:23]=[CH:22][CH:21]=[C:20]([C:16]3[N:15]([CH:12]4[CH2:14][CH2:13]4)[CH:19]=[N:18][N:17]=3)[N:25]=2)=[O:11])[CH:3]=1. (8) The product is: [F:15][C:12]([F:13])([F:14])[S:9]([O:8][C:18]1[CH:23]=[CH:22][C:21]([CH2:24][C@H:25]([NH:30][S:9]([C:12]([F:15])([F:14])[F:13])(=[O:10])=[O:8])[C:26]([O:28][CH3:29])=[O:27])=[CH:20][CH:19]=1)(=[O:10])=[O:11]. Given the reactants S([O:8][S:9]([C:12]([F:15])([F:14])[F:13])(=[O:11])=[O:10])(C(F)(F)F)(=O)=O.[Cl-].O[C:18]1[CH:23]=[CH:22][C:21]([CH2:24][C@H:25]([NH3+:30])[C:26]([O:28][CH3:29])=[O:27])=[CH:20][CH:19]=1.C(N(CC)CC)C.Cl, predict the reaction product. (9) Given the reactants [H-].[Na+].Cl[C:4]1[C:9]([CH2:10][NH:11][CH2:12][CH:13]([OH:20])[CH2:14][CH2:15][C:16]([F:19])([F:18])[F:17])=[CH:8][CH:7]=[C:6]([Cl:21])[N:5]=1, predict the reaction product. The product is: [Cl:21][C:6]1[CH:7]=[CH:8][C:9]2[CH2:10][NH:11][CH2:12][CH:13]([CH2:14][CH2:15][C:16]([F:19])([F:18])[F:17])[O:20][C:4]=2[N:5]=1.